The task is: Predict which catalyst facilitates the given reaction.. This data is from Catalyst prediction with 721,799 reactions and 888 catalyst types from USPTO. (1) Reactant: CC1(C)C[CH:10]([NH2:12])[C:9]2[C:4](=[CH:5][CH:6]=[CH:7]C=2)[O:3]1.[CH3:14][O:15][C:16]1[CH:17]=[C:18]([CH2:24][C:25]([OH:27])=O)[CH:19]=[CH:20][C:21]=1[O:22][CH3:23].CCN=C=NCCCN(C)C.[ClH:39].[CH:40]1[CH:41]=[CH:42][C:43]2N(O)N=N[C:44]=2[CH:45]=1.C(N(CC)CC)C. Product: [Cl:39][C:40]1[CH:45]=[C:44]2[C:43](=[CH:42][CH:41]=1)[O:3][C:4]1([CH2:5][CH2:6][CH2:7]1)[CH2:9][CH:10]2[NH:12][C:25](=[O:27])[CH2:24][C:18]1[CH:19]=[CH:20][C:21]([O:22][CH3:23])=[C:16]([O:15][CH3:14])[CH:17]=1. The catalyst class is: 4. (2) Reactant: [Cl:1][C:2]1[CH:3]=[C:4]2[C:9](=[CH:10][C:11]=1[C:12]([N:14]1[CH2:18][CH2:17][CH2:16][CH2:15]1)=[O:13])[N:8]=[CH:7][N:6]=[C:5]2[NH:19][CH:20]([C:26]1[N:30](C(OC(C)(C)C)=O)[C:29]2[CH:38]=[CH:39][C:40]([Cl:42])=[CH:41][C:28]=2[N:27]=1)[CH2:21][CH2:22][C:23](O)=[O:24].[N:43]1(NCCC)[CH2:47][CH2:46][CH2:45][C:44]1=[O:48].CN(C(O[N:61]1N=N[C:63]2[CH:64]=CC=C[C:62]1=2)=[N+](C)C)C.[B-](F)(F)(F)F.FC(F)(F)C(O)=O. Product: [Cl:1][C:2]1[CH:3]=[C:4]2[C:9](=[CH:10][C:11]=1[C:12]([N:14]1[CH2:15][CH2:16][CH2:17][CH2:18]1)=[O:13])[N:8]=[CH:7][N:6]=[C:5]2[NH:19][CH:20]([C:26]1[NH:30][C:29]2[CH:38]=[CH:39][C:40]([Cl:42])=[CH:41][C:28]=2[N:27]=1)[CH2:21][CH2:22][C:23]([NH:61][CH2:62][CH2:63][CH2:64][N:43]1[CH2:47][CH2:46][CH2:45][C:44]1=[O:48])=[O:24]. The catalyst class is: 783. (3) Reactant: [CH3:1][N:2]([CH3:36])[C:3]([CH:5]([NH:25][S:26]([C:29]1[CH:34]=[CH:33][C:32]([CH3:35])=[CH:31][CH:30]=1)(=[O:28])=[O:27])[CH2:6][C:7]1[CH:24]=[CH:23][C:10]([O:11][C:12]2[CH:17]=[CH:16][C:15]([CH2:18][CH2:19][C:20](O)=[O:21])=[CH:14][CH:13]=2)=[CH:9][CH:8]=1)=[O:4].ON1C2C=CC=CC=2N=N1.CCN=C=NCCCN(C)C.C(N(CC)CC)C.Cl.[CH2:66]([O:73][NH2:74])[C:67]1[CH:72]=[CH:71][CH:70]=[CH:69][CH:68]=1. Product: [CH2:66]([O:73][NH:74][C:20]([CH2:19][CH2:18][C:15]1[CH:16]=[CH:17][C:12]([O:11][C:10]2[CH:9]=[CH:8][C:7]([CH2:6][CH:5]([NH:25][S:26]([C:29]3[CH:34]=[CH:33][C:32]([CH3:35])=[CH:31][CH:30]=3)(=[O:27])=[O:28])[C:3]([N:2]([CH3:36])[CH3:1])=[O:4])=[CH:24][CH:23]=2)=[CH:13][CH:14]=1)=[O:21])[C:67]1[CH:72]=[CH:71][CH:70]=[CH:69][CH:68]=1. The catalyst class is: 3.